Task: Predict the reactants needed to synthesize the given product.. Dataset: Full USPTO retrosynthesis dataset with 1.9M reactions from patents (1976-2016) (1) Given the product [N:1]1[C:9]([NH:10][C@H:11]([C:13]2[N:14]([C:25]3[CH:30]=[CH:29][CH:28]=[CH:27][CH:26]=3)[C:15](=[O:24])[C:16]3[C:21]([CH:22]=2)=[CH:20][CH:19]=[CH:18][C:17]=3[N:31]2[CH2:35][CH2:34][CH2:33][CH2:32]2)[CH3:12])=[C:8]2[C:4]([NH:5][CH:6]=[N:7]2)=[N:3][CH:2]=1, predict the reactants needed to synthesize it. The reactants are: [N:1]1[C:9]([NH:10][C@H:11]([C:13]2[N:14]([C:25]3[CH:30]=[CH:29][CH:28]=[CH:27][CH:26]=3)[C:15](=[O:24])[C:16]3[C:21]([CH:22]=2)=[CH:20][CH:19]=[CH:18][C:17]=3Cl)[CH3:12])=[C:8]2[C:4]([NH:5][CH:6]=[N:7]2)=[N:3][CH:2]=1.[NH:31]1[CH2:35][CH2:34][CH2:33][CH2:32]1. (2) Given the product [CH2:1]([O:3][C:4](=[O:19])[CH:5]([O:16][CH2:17][CH3:18])[CH2:6][C:7]1[CH:15]=[CH:14][CH:13]=[C:12]2[C:8]=1[CH:9]=[CH:10][N:11]2[CH2:21][C:22]1[N:23]=[C:24]([C:28]2[CH:29]=[CH:30][C:31]([CH:34]([CH3:36])[CH3:35])=[CH:32][CH:33]=2)[O:25][C:26]=1[CH3:27])[CH3:2], predict the reactants needed to synthesize it. The reactants are: [CH2:1]([O:3][C:4](=[O:19])[CH:5]([O:16][CH2:17][CH3:18])[CH2:6][C:7]1[CH:15]=[CH:14][CH:13]=[C:12]2[C:8]=1[CH:9]=[CH:10][NH:11]2)[CH3:2].Cl[CH2:21][C:22]1[N:23]=[C:24]([C:28]2[CH:33]=[CH:32][C:31]([CH:34]([CH3:36])[CH3:35])=[CH:30][CH:29]=2)[O:25][C:26]=1[CH3:27].[H-].[Na+]. (3) Given the product [CH2:17]([N:21]1[CH2:25][CH2:24][N:23]([C:26]2[S:27][C:28]([C:32]([NH:16][CH2:15][C:13]3[N:12]=[CH:11][O:10][CH:14]=3)=[O:33])=[C:29]([CH3:31])[N:30]=2)[C:22]1=[O:35])[CH:18]([CH3:20])[CH3:19], predict the reactants needed to synthesize it. The reactants are: FC1C=C(CN)C=NC=1.[O:10]1[CH:14]=[C:13]([CH2:15][NH2:16])[N:12]=[CH:11]1.[CH2:17]([N:21]1[CH2:25][CH2:24][N:23]([C:26]2[S:27][C:28]([C:32](O)=[O:33])=[C:29]([CH3:31])[N:30]=2)[C:22]1=[O:35])[CH:18]([CH3:20])[CH3:19]. (4) Given the product [O:1]([C:8]1[CH:21]=[CH:20][CH:19]=[CH:18][C:9]=1[CH2:10][CH:11]1[S:15][C:14](=[O:16])[NH:13][C:12]1=[O:17])[C:2]1[CH:3]=[CH:4][CH:5]=[CH:6][CH:7]=1, predict the reactants needed to synthesize it. The reactants are: [O:1]([C:8]1[CH:21]=[CH:20][CH:19]=[CH:18][C:9]=1/[CH:10]=[C:11]1/[C:12](=[O:17])[NH:13][C:14](=[O:16])[S:15]/1)[C:2]1[CH:7]=[CH:6][CH:5]=[CH:4][CH:3]=1.[BH4-].[Li+].Cl.